Dataset: Caco-2 cell permeability data measuring drug intestinal absorption for ~900 compounds. Task: Regression/Classification. Given a drug SMILES string, predict its absorption, distribution, metabolism, or excretion properties. Task type varies by dataset: regression for continuous measurements (e.g., permeability, clearance, half-life) or binary classification for categorical outcomes (e.g., BBB penetration, CYP inhibition). For this dataset (caco2_wang), we predict Y. (1) The compound is Cc1c(F)c(N2CCNC(C)C2)cc2c1C(=O)C(C(=O)O)CN2C1CC1. The Y is -4.98 log Papp (cm/s). (2) The molecule is Nc1ccc(S(=O)(=O)O)cc1. The Y is -5.43 log Papp (cm/s). (3) The drug is O=C(O)CC(C1CCN(C(=O)CCCc2ccc3c(n2)NCCC3)CC1)C1CNc2ccccc2C1. The Y is -5.22 log Papp (cm/s).